From a dataset of Forward reaction prediction with 1.9M reactions from USPTO patents (1976-2016). Predict the product of the given reaction. (1) Given the reactants [N+:1]([C:4]1[N:5]=[N:6][NH:7][CH:8]=1)([O-:3])=[O:2].C(=O)([O-])[O-].[K+].[K+].CC(C)=O.[CH3:19][O:20][CH2:21]Cl, predict the reaction product. The product is: [CH3:19][O:20][CH2:21][N:7]1[CH:8]=[C:4]([N+:1]([O-:3])=[O:2])[N:5]=[N:6]1. (2) Given the reactants [CH3:1][O:2][C:3]1[CH:4]=[N:5][C:6]([NH2:9])=[N:7][CH:8]=1.[C:10](Cl)(=[O:16])[CH2:11][CH2:12][CH2:13][CH2:14][CH3:15].NCC(O)=O, predict the reaction product. The product is: [CH3:1][O:2][C:3]1[CH:4]=[N:5][C:6]([NH:9][C:10](=[O:16])[CH2:11][CH2:12][CH2:13][CH2:14][CH3:15])=[N:7][CH:8]=1. (3) Given the reactants Cl[C:2]1[CH:7]=[CH:6][N:5]=[C:4]2[CH:8]=[C:9]([C:11]([N:13]3[CH2:17][CH2:16][C@@H:15]([OH:18])[CH2:14]3)=[O:12])[S:10][C:3]=12.[CH:19]1([NH:22][C:23]([C:25]2[C:33]3[C:28](=[CH:29][C:30]([OH:34])=[CH:31][CH:32]=3)[N:27]([CH3:35])[C:26]=2[CH3:36])=[O:24])[CH2:21][CH2:20]1.C([O-])([O-])=O.[Cs+].[Cs+], predict the reaction product. The product is: [CH:19]1([NH:22][C:23]([C:25]2[C:33]3[C:28](=[CH:29][C:30]([O:34][C:2]4[CH:7]=[CH:6][N:5]=[C:4]5[CH:8]=[C:9]([C:11]([N:13]6[CH2:17][CH2:16][C@@H:15]([OH:18])[CH2:14]6)=[O:12])[S:10][C:3]=45)=[CH:31][CH:32]=3)[N:27]([CH3:35])[C:26]=2[CH3:36])=[O:24])[CH2:20][CH2:21]1. (4) Given the reactants [C:1](OC(=O)C)(=[O:3])[CH3:2].[Cl:8][C:9]1[CH:10]=[CH:11][C:12]([OH:24])=[C:13]([CH2:15][C:16]2[O:20][C:19]([C:21]([OH:23])=[O:22])=[CH:18][CH:17]=2)[CH:14]=1, predict the reaction product. The product is: [C:1]([O:24][C:12]1[CH:11]=[CH:10][C:9]([Cl:8])=[CH:14][C:13]=1[CH2:15][C:16]1[O:20][C:19]([C:21]([OH:23])=[O:22])=[CH:18][CH:17]=1)(=[O:3])[CH3:2]. (5) The product is: [CH3:4][N:18]1[C:19]2[C:24](=[CH:23][CH:22]=[C:21]([C:25]([O:27][CH3:28])=[O:26])[CH:20]=2)[C:16]([C:10]2[CH:11]=[CH:12][CH:13]=[CH:14][CH:15]=2)=[CH:17]1. Given the reactants [H-].[Na+].O[C:4](C(F)(F)F)=O.[C:10]1([C:16]2[C:24]3[C:19](=[CH:20][C:21]([C:25]([O:27][CH3:28])=[O:26])=[CH:22][CH:23]=3)[NH:18][CH:17]=2)[CH:15]=[CH:14][CH:13]=[CH:12][CH:11]=1.CI.O, predict the reaction product. (6) The product is: [Br:1][CH2:2][CH2:3][C:4]([C:14]1[CH:19]=[CH:18][CH:17]=[CH:16][CH:15]=1)([C:8]1[CH:13]=[CH:12][CH:11]=[CH:10][CH:9]=1)[C:5]([Cl:22])=[O:6]. Given the reactants [Br:1][CH2:2][CH2:3][C:4]([C:14]1[CH:19]=[CH:18][CH:17]=[CH:16][CH:15]=1)([C:8]1[CH:13]=[CH:12][CH:11]=[CH:10][CH:9]=1)[C:5](O)=[O:6].S(Cl)([Cl:22])=O.CN(C=O)C, predict the reaction product. (7) The product is: [Cl:16][C:7]1[CH:8]=[C:9]2[C:4](=[CH:5][CH:6]=1)[NH:3][C:2](=[O:24])[C:11]([CH2:12][CH2:13][CH3:14])=[C:10]2[NH:21][CH2:17][CH:18]([CH3:20])[CH3:19]. Given the reactants Br[C:2]1[C:11]([CH2:12][CH2:13][CH3:14])=[C:10](Br)[C:9]2[C:4](=[CH:5][CH:6]=[C:7]([Cl:16])[CH:8]=2)[N:3]=1.[CH2:17]([NH2:21])[CH:18]([CH3:20])[CH3:19].C([OH:24])C, predict the reaction product.